From a dataset of Forward reaction prediction with 1.9M reactions from USPTO patents (1976-2016). Predict the product of the given reaction. (1) Given the reactants Cl[C:2]1[C:11]([CH3:12])=[C:10]([Cl:13])[C:9]2[C:4](=[CH:5][C:6]([F:15])=[CH:7][C:8]=2[F:14])[N:3]=1.[CH3:16][C@@H:17]1[NH:22][CH2:21][CH2:20][N:19]([C:23]([O:25][C:26]([CH3:29])([CH3:28])[CH3:27])=[O:24])[CH2:18]1.C(=O)([O-])[O-].[Cs+].[Cs+], predict the reaction product. The product is: [Cl:13][C:10]1[C:9]2[C:4](=[CH:5][C:6]([F:15])=[CH:7][C:8]=2[F:14])[N:3]=[C:2]([N:22]2[CH2:21][CH2:20][N:19]([C:23]([O:25][C:26]([CH3:29])([CH3:28])[CH3:27])=[O:24])[CH2:18][C@@H:17]2[CH3:16])[C:11]=1[CH3:12]. (2) The product is: [C:23]([O:27][C:28](=[O:37])[NH:29][C:30]1([C:33]#[N:34])[CH2:32][CH2:31]1)([CH3:26])([CH3:24])[CH3:25]. Given the reactants OCCC(NO)=N.ONC(=N)CC.FC(F)(F)CC(NO)=N.[C:23]([O:27][C:28](=[O:37])[NH:29][C:30]1([C:33](=N)[NH:34]O)[CH2:32][CH2:31]1)([CH3:26])([CH3:25])[CH3:24].C(OC(NC1(C(O)=O)CC1)=O)(C)(C)C, predict the reaction product. (3) Given the reactants [F:1][C:2]1[CH:3]=[CH:4][C:5]([CH3:33])=[C:6]([CH:32]=1)[O:7][CH2:8][C:9]1[C:10]([C:23]2[CH:28]=[CH:27][C:26]([OH:29])=[CH:25][C:24]=2[O:30][CH3:31])=[CH:11][CH:12]=[C:13]2[C:18]=1[N:17]([CH3:19])[C:16](=[O:20])[C:15]([CH3:22])([CH3:21])[NH:14]2.C(N(CC)CC)C.[C:41](Cl)(=[O:45])[CH2:42][CH2:43][CH3:44], predict the reaction product. The product is: [C:41]([O:29][C:26]1[CH:27]=[CH:28][C:23]([C:10]2[C:9]([CH2:8][O:7][C:6]3[CH:32]=[C:2]([F:1])[CH:3]=[CH:4][C:5]=3[CH3:33])=[C:18]3[C:13]([NH:14][C:15]([CH3:22])([CH3:21])[C:16](=[O:20])[N:17]3[CH3:19])=[CH:12][CH:11]=2)=[C:24]([O:30][CH3:31])[CH:25]=1)(=[O:45])[CH2:42][CH2:43][CH3:44].